From a dataset of Peptide-MHC class I binding affinity with 185,985 pairs from IEDB/IMGT. Regression. Given a peptide amino acid sequence and an MHC pseudo amino acid sequence, predict their binding affinity value. This is MHC class I binding data. (1) The MHC is HLA-B48:01 with pseudo-sequence HLA-B48:01. The binding affinity (normalized) is 0.483. The peptide sequence is RQADILRQF. (2) The peptide sequence is YLSSWTPVV. The MHC is HLA-A02:11 with pseudo-sequence HLA-A02:11. The binding affinity (normalized) is 1.00.